This data is from CYP3A4 inhibition data for predicting drug metabolism from PubChem BioAssay. The task is: Regression/Classification. Given a drug SMILES string, predict its absorption, distribution, metabolism, or excretion properties. Task type varies by dataset: regression for continuous measurements (e.g., permeability, clearance, half-life) or binary classification for categorical outcomes (e.g., BBB penetration, CYP inhibition). Dataset: cyp3a4_veith. (1) The molecule is COC(=O)[C@@]1(Cc2ccc(OC)cc2)[C@H]2c3cc(C(=O)N(C)C)n(Cc4cc(F)c(F)c(F)c4)c3C[C@H]2CN1C(=O)c1ccccc1. The result is 1 (inhibitor). (2) The molecule is O=C(OCCNC(=O)c1ccc2ccccc2n1)c1ccc(F)cc1. The result is 1 (inhibitor). (3) The drug is Cc1cc2c(C(C)C)c(O)c(O)c(C=O)c2c(O)c1-c1c(C)cc2c(C(C)C)c(O)c(O)c(C=O)c2c1O. The result is 0 (non-inhibitor). (4) The drug is CO[C@H]1COC(=O)[C@H](C)COC(=O)[C@H](C)NC(=O)C/C=C\[C@H]1C. The result is 0 (non-inhibitor).